Dataset: CYP2C9 inhibition data for predicting drug metabolism from PubChem BioAssay. Task: Regression/Classification. Given a drug SMILES string, predict its absorption, distribution, metabolism, or excretion properties. Task type varies by dataset: regression for continuous measurements (e.g., permeability, clearance, half-life) or binary classification for categorical outcomes (e.g., BBB penetration, CYP inhibition). Dataset: cyp2c9_veith. The drug is O=C(Nc1ccccc1)N1CC[C@@]2(CCCNC2)C1. The result is 0 (non-inhibitor).